Dataset: Reaction yield outcomes from USPTO patents with 853,638 reactions. Task: Predict the reaction yield, written as a fraction of the theoretical maximum amount of product (1.0 means a 100% yield; for example, 0.34 means a 34% yield). (1) The reactants are [Cl:1][C:2]1[C:3](I)=[CH:4][C:5]([NH:8][C:9]2[CH:14]=[CH:13][C:12]([N:15]3[CH2:20][CH2:19][O:18][CH2:17][CH2:16]3)=[CH:11][CH:10]=2)=[N:6][CH:7]=1.[NH2:22][C:23]1[CH:32]=[CH:31][CH:30]=[CH:29][C:24]=1[C:25]([NH:27][CH3:28])=[O:26].P([O-])([O-])([O-])=O.[K+].[K+].[K+].C1(P(C2C=CC=CC=2)C2C=CC=CC=2OC2C=CC=CC=2P(C2C=CC=CC=2)C2C=CC=CC=2)C=CC=CC=1. No catalyst specified. The product is [Cl:1][C:2]1[C:3]([NH:22][C:23]2[CH:32]=[CH:31][CH:30]=[CH:29][C:24]=2[C:25]([NH:27][CH3:28])=[O:26])=[CH:4][C:5]([NH:8][C:9]2[CH:14]=[CH:13][C:12]([N:15]3[CH2:20][CH2:19][O:18][CH2:17][CH2:16]3)=[CH:11][CH:10]=2)=[N:6][CH:7]=1. The yield is 0.160. (2) The reactants are [NH2:1][C:2]1[CH:3]=[CH:4][C:5]([CH:11]2[CH2:16][CH2:15][N:14]([C:17]3[N:22]=[C:21]([O:23][CH2:24][C@H:25]4[CH2:27][C@H:26]4[C:28]#[N:29])[N:20]=[C:19]([C:30](O)=[O:31])[N:18]=3)[CH2:13][CH2:12]2)=[N:6][C:7]=1[C:8](=[O:10])[NH2:9].CN(C(ON1N=NC2C=CC=NC1=2)=[N+](C)C)C.F[P-](F)(F)(F)(F)F.CCN(CC)CC.[F:64][C:65]([F:70])([F:69])[C@@H:66]([NH2:68])[CH3:67]. The catalyst is CN(C=O)C.O. The product is [NH2:1][C:2]1[CH:3]=[CH:4][C:5]([CH:11]2[CH2:12][CH2:13][N:14]([C:17]3[N:22]=[C:21]([O:23][CH2:24][C@H:25]4[CH2:27][C@H:26]4[C:28]#[N:29])[N:20]=[C:19]([C:30]([NH:68][C@@H:66]([CH3:67])[C:65]([F:70])([F:69])[F:64])=[O:31])[N:18]=3)[CH2:15][CH2:16]2)=[N:6][C:7]=1[C:8](=[O:10])[NH2:9]. The yield is 0.130. (3) The reactants are [OH:1][C@@H:2]1[CH2:6][C:5](=[O:7])[N:4]([CH3:8])[C:3]1=[O:9].C(N(CC)CC)C.[C:17](Cl)(=[O:20])[CH:18]=[CH2:19].O. The catalyst is C(Cl)Cl. The product is [C:17]([O:1][C@@H:2]1[CH2:6][C:5](=[O:7])[N:4]([CH3:8])[C:3]1=[O:9])(=[O:20])[CH:18]=[CH2:19]. The yield is 0.600. (4) The reactants are [F:1][C:2]1[CH:3]=[C:4]2[C:8](=[C:9]([CH2:11]O)[CH:10]=1)[N:7]([CH2:13][CH:14]([CH3:16])[CH3:15])[N:6]=[CH:5]2.[CH3:17][O:18][C:19]([C:21]1[CH:22]=[C:23]2[C:27](=[CH:28][CH:29]=1)[NH:26][N:25]=[CH:24]2)=[O:20]. No catalyst specified. The product is [CH3:17][O:18][C:19]([C:21]1[CH:22]=[C:23]2[C:27](=[CH:28][CH:29]=1)[N:26]([CH2:11][C:9]1[CH:10]=[C:2]([F:1])[CH:3]=[C:4]3[C:8]=1[N:7]([CH2:13][CH:14]([CH3:16])[CH3:15])[N:6]=[CH:5]3)[N:25]=[CH:24]2)=[O:20]. The yield is 0.530. (5) The catalyst is CN(C)C=O. The reactants are [O:1]1[C:5]2[CH:6]=[CH:7][C:8]([C:10]3[CH:15]=[CH:14][C:13]([N:16]4[C:20]([CH2:21][C@@H:22]5[CH2:26][CH2:25][N:24]([C:27]([CH:29]6[CH2:31][CH2:30]6)=[O:28])[CH2:23]5)=[N:19][NH:18][C:17]4=[O:32])=[CH:12][CH:11]=3)=[CH:9][C:4]=2[CH:3]=[CH:2]1.C(=O)([O-])[O-].[K+].[K+].[CH3:39][O:40][CH2:41][CH2:42]Cl. The yield is 0.330. The product is [O:1]1[C:5]2[CH:6]=[CH:7][C:8]([C:10]3[CH:11]=[CH:12][C:13]([N:16]4[C:20]([CH2:21][C@@H:22]5[CH2:26][CH2:25][N:24]([C:27]([CH:29]6[CH2:30][CH2:31]6)=[O:28])[CH2:23]5)=[N:19][N:18]([CH2:42][CH2:41][O:40][CH3:39])[C:17]4=[O:32])=[CH:14][CH:15]=3)=[CH:9][C:4]=2[CH:3]=[CH:2]1. (6) The reactants are [NH2:1][C:2]1[CH:10]=[CH:9][C:5]([C:6]([OH:8])=[O:7])=[CH:4][N:3]=1.[ClH:11]. The catalyst is CO. The product is [ClH:11].[NH2:1][C:2]1[CH:10]=[CH:9][C:5]([C:6]([OH:8])=[O:7])=[CH:4][N:3]=1. The yield is 0.970.